This data is from Forward reaction prediction with 1.9M reactions from USPTO patents (1976-2016). The task is: Predict the product of the given reaction. (1) Given the reactants CCN(C(C)C)C(C)C.[F:10][C:11]1[CH:12]=[C:13]([N:17]2[CH:21]=[C:20]([C:22]([OH:24])=O)[N:19]=[N:18]2)[CH:14]=[CH:15][CH:16]=1.FC1C=C(C=CC=1)N.C1C=CC2N(O)N=NC=2C=1.CCN=C=NCCCN(C)C.Cl.[NH2:55][CH2:56][C:57]([N:59]1[CH2:64][CH2:63][CH:62]([O:65][C:66]2[CH:71]=[CH:70][CH:69]=[C:68]([C:72]([F:75])([F:74])[F:73])[CH:67]=2)[CH2:61][CH2:60]1)=[O:58], predict the reaction product. The product is: [O:58]=[C:57]([N:59]1[CH2:60][CH2:61][CH:62]([O:65][C:66]2[CH:71]=[CH:70][CH:69]=[C:68]([C:72]([F:75])([F:73])[F:74])[CH:67]=2)[CH2:63][CH2:64]1)[CH2:56][NH:55][C:22]([C:20]1[N:19]=[N:18][N:17]([C:13]2[CH:14]=[CH:15][CH:16]=[C:11]([F:10])[CH:12]=2)[CH:21]=1)=[O:24]. (2) Given the reactants [Cl:1][C:2]1[C:3]([NH:29][C:30]2[CH:35]=[CH:34][CH:33]=[CH:32][C:31]=2[S:36]([CH:39]([CH3:41])[CH3:40])(=[O:38])=[O:37])=[N:4][C:5]([NH:8][C:9]2[CH:17]=[C:16]3[C:12]([CH2:13][N:14]([CH:19]4[CH2:24][CH2:23][NH:22][CH2:21][CH2:20]4)[C:15]3=[O:18])=[CH:11][C:10]=2[O:25][CH:26]([CH3:28])[CH3:27])=[N:6][CH:7]=1.C(N(CC)CC)C.Cl[C:50]([O:52][CH2:53][CH3:54])=[O:51], predict the reaction product. The product is: [CH2:53]([O:52][C:50]([N:22]1[CH2:21][CH2:20][CH:19]([N:14]2[CH2:13][C:12]3[C:16](=[CH:17][C:9]([NH:8][C:5]4[N:4]=[C:3]([NH:29][C:30]5[CH:35]=[CH:34][CH:33]=[CH:32][C:31]=5[S:36]([CH:39]([CH3:41])[CH3:40])(=[O:38])=[O:37])[C:2]([Cl:1])=[CH:7][N:6]=4)=[C:10]([O:25][CH:26]([CH3:28])[CH3:27])[CH:11]=3)[C:15]2=[O:18])[CH2:24][CH2:23]1)=[O:51])[CH3:54]. (3) Given the reactants Cl.[NH2:2][C:3]1[N:8]=[CH:7][C:6]([C:9]([O:11][CH3:12])=[O:10])=[CH:5][C:4]=1[O:13][C@@H:14]1[C:18]([F:20])([F:19])[CH2:17][NH:16][CH2:15]1.[F:21][C:22]([F:35])([F:34])[O:23][C:24]1[CH:29]=[CH:28][C:27]([CH2:30][C:31](O)=[O:32])=[CH:26][CH:25]=1.C(N(CC)CC)C.CN(C(ON1N=NC2C=CC=NC1=2)=[N+](C)C)C.F[P-](F)(F)(F)(F)F, predict the reaction product. The product is: [NH2:2][C:3]1[N:8]=[CH:7][C:6]([C:9]([O:11][CH3:12])=[O:10])=[CH:5][C:4]=1[O:13][C@@H:14]1[C:18]([F:20])([F:19])[CH2:17][N:16]([C:31](=[O:32])[CH2:30][C:27]2[CH:28]=[CH:29][C:24]([O:23][C:22]([F:34])([F:21])[F:35])=[CH:25][CH:26]=2)[CH2:15]1.